From a dataset of Full USPTO retrosynthesis dataset with 1.9M reactions from patents (1976-2016). Predict the reactants needed to synthesize the given product. (1) Given the product [NH2:39][C:38](=[NH:37])[NH:40][C:21](=[O:23])[CH2:20][N:10]1[C:11]([C:14]2[CH:19]=[CH:18][CH:17]=[CH:16][CH:15]=2)=[CH:12][CH:13]=[C:9]1[C:1](=[O:8])[C:2]1[CH:7]=[CH:6][CH:5]=[CH:4][CH:3]=1, predict the reactants needed to synthesize it. The reactants are: [C:1]([C:9]1[N:10]([CH2:20][C:21]([OH:23])=O)[C:11]([C:14]2[CH:19]=[CH:18][CH:17]=[CH:16][CH:15]=2)=[CH:12][CH:13]=1)(=[O:8])[C:2]1[CH:7]=[CH:6][CH:5]=[CH:4][CH:3]=1.C(N1C=CN=C1)(N1C=CN=C1)=O.Cl.[NH2:37][C:38]([NH2:40])=[NH:39].C(N(CC)CC)C. (2) Given the product [CH:1]([C:4]1[N:13]([NH:14][C:15]([C@@H:17]2[CH2:19][C@H:18]2[C:20]2[CH:25]=[CH:24][C:23]([F:28])=[CH:22][CH:21]=2)=[O:16])[C:12](=[O:27])[C:11]2[C:6](=[CH:7][CH:8]=[CH:9][CH:10]=2)[N:5]=1)([CH3:3])[CH3:2], predict the reactants needed to synthesize it. The reactants are: [CH:1]([C:4]1[N:13]([NH:14][C:15]([CH:17]2[CH2:19][CH:18]2[C:20]2[CH:25]=[CH:24][C:23](Cl)=[CH:22][CH:21]=2)=[O:16])[C:12](=[O:27])[C:11]2[C:6](=[CH:7][CH:8]=[CH:9][CH:10]=2)[N:5]=1)([CH3:3])[CH3:2].[F:28]C1C=CC([C@@H]2C[C@H]2C(O)=O)=CC=1. (3) Given the product [CH2:1]([N:3]([CH2:4][CH3:5])[S:7]([C:10]1[CH:11]=[C:12]([CH:16]=[CH:17][CH:18]=1)[C:13]([OH:15])=[O:14])(=[O:9])=[O:8])[CH3:2], predict the reactants needed to synthesize it. The reactants are: [CH2:1]([NH:3][CH2:4][CH3:5])[CH3:2].Cl[S:7]([C:10]1[CH:11]=[C:12]([CH:16]=[CH:17][CH:18]=1)[C:13]([OH:15])=[O:14])(=[O:9])=[O:8]. (4) Given the product [ClH:19].[C:12]([C:2]1[N:6]2[N:7]=[C:8]([NH:11][CH2:12][C:13]3[CH:18]=[CH:17][CH:16]=[CH:15][N:14]=3)[CH:9]=[CH:10][C:5]2=[N:4][CH:3]=1)#[C:13][CH2:18][CH2:17][CH2:16][CH3:15], predict the reactants needed to synthesize it. The reactants are: Br[C:2]1[N:6]2[N:7]=[C:8]([NH:11][CH2:12][C:13]3[CH:18]=[CH:17][CH:16]=[CH:15][N:14]=3)[CH:9]=[CH:10][C:5]2=[N:4][CH:3]=1.[ClH:19].